This data is from Full USPTO retrosynthesis dataset with 1.9M reactions from patents (1976-2016). The task is: Predict the reactants needed to synthesize the given product. (1) Given the product [C:16]([O:24][CH2:25][CH2:26][O:1][C:2]1[CH:7]=[CH:6][CH:5]=[C:4]([NH:8][C:9]([O:10][C:11]([CH3:12])([CH3:14])[CH3:13])=[O:15])[CH:3]=1)(=[O:23])[C:17]1[CH:22]=[CH:21][CH:20]=[CH:19][CH:18]=1, predict the reactants needed to synthesize it. The reactants are: [OH:1][C:2]1[CH:3]=[C:4]([NH:8][C:9](=[O:15])[O:10][C:11]([CH3:14])([CH3:13])[CH3:12])[CH:5]=[CH:6][CH:7]=1.[C:16]([O:24][CH2:25][CH2:26]Br)(=[O:23])[C:17]1[CH:22]=[CH:21][CH:20]=[CH:19][CH:18]=1. (2) The reactants are: [CH:1]([NH:4][C:5]([C@H:7]1[CH2:12][CH2:11][C@@H:10]([NH:13][C:14]2[C:19]([N+:20]([O-])=O)=[CH:18][N:17]=[C:16]([S:23]([CH3:26])(=[O:25])=[O:24])[CH:15]=2)[CH2:9][CH2:8]1)=[O:6])([CH3:3])[CH3:2].[Sn](Cl)Cl.C(Cl)Cl. Given the product [NH2:20][C:19]1[C:14]([NH:13][C@@H:10]2[CH2:9][CH2:8][C@H:7]([C:5]([NH:4][CH:1]([CH3:3])[CH3:2])=[O:6])[CH2:12][CH2:11]2)=[CH:15][C:16]([S:23]([CH3:26])(=[O:24])=[O:25])=[N:17][CH:18]=1, predict the reactants needed to synthesize it. (3) Given the product [Cl:18][C:19]1[CH:20]=[C:21]([C:2]2[N:6]3[C:7]4[C:12]([N:13]=[C:14]([CH3:15])[C:5]3=[C:4]([CH3:17])[N:3]=2)=[CH:11][CH:10]=[C:9]([F:16])[CH:8]=4)[CH:22]=[C:23]([Cl:25])[CH:24]=1, predict the reactants needed to synthesize it. The reactants are: Br[C:2]1[N:6]2[C:7]3[C:12]([N:13]=[C:14]([CH3:15])[C:5]2=[C:4]([CH3:17])[N:3]=1)=[CH:11][CH:10]=[C:9]([F:16])[CH:8]=3.[Cl:18][C:19]1[CH:20]=[C:21](B(O)O)[CH:22]=[C:23]([Cl:25])[CH:24]=1.C([O-])([O-])=O.[K+].[K+]. (4) Given the product [NH2:32][C:27]1[CH:28]=[CH:29][CH:30]=[CH:31][C:26]=1[NH:33][C:23]([C:19]1[C:20]2[C:15](=[CH:14][C:13]([O:12][C:7]3[C:6]4[C:11](=[C:2]([CH3:1])[CH:3]=[CH:4][CH:5]=4)[N:10]=[CH:9][CH:8]=3)=[CH:22][CH:21]=2)[CH:16]=[CH:17][CH:18]=1)=[O:25], predict the reactants needed to synthesize it. The reactants are: [CH3:1][C:2]1[CH:3]=[CH:4][CH:5]=[C:6]2[C:11]=1[N:10]=[CH:9][CH:8]=[C:7]2[O:12][C:13]1[CH:14]=[C:15]2[C:20](=[CH:21][CH:22]=1)[C:19]([C:23]([OH:25])=O)=[CH:18][CH:17]=[CH:16]2.[C:26]1([NH2:33])[CH:31]=[CH:30][CH:29]=[CH:28][C:27]=1[NH2:32]. (5) Given the product [Si:64]([O:71][CH2:72][CH2:73][N:74]([CH:75]([CH3:77])[CH3:76])[C:28]([C:10]1[C:9]([O:8][CH2:1][C:2]2[CH:7]=[CH:6][CH:5]=[CH:4][CH:3]=2)=[C:14]([OH:15])[N:13]=[C:12]([CH2:16][C:17]2([C:22]3[CH:27]=[CH:26][CH:25]=[CH:24][N:23]=3)[CH2:21][CH2:20][CH2:19][CH2:18]2)[N:11]=1)=[O:29])([C:67]([CH3:70])([CH3:69])[CH3:68])([CH3:66])[CH3:65], predict the reactants needed to synthesize it. The reactants are: [CH2:1]([O:8][C:9]1[C:10]([C:28](O)=[O:29])=[N:11][C:12]([CH2:16][C:17]2([C:22]3[CH:27]=[CH:26][CH:25]=[CH:24][N:23]=3)[CH2:21][CH2:20][CH2:19][CH2:18]2)=[N:13][C:14]=1[OH:15])[C:2]1[CH:7]=[CH:6][CH:5]=[CH:4][CH:3]=1.C(N(CC)C(C)C)(C)C.CN(C(ON1N=NC2C=CC=NC1=2)=[N+](C)C)C.F[P-](F)(F)(F)(F)F.[Si:64]([O:71][CH2:72][CH2:73][NH:74][CH:75]([CH3:77])[CH3:76])([C:67]([CH3:70])([CH3:69])[CH3:68])([CH3:66])[CH3:65]. (6) Given the product [Cl:3][C:4]1[CH:9]=[CH:8][C:7]([S:10][C:12]2[S:16][C:15]([CH:17]=[O:18])=[CH:14][CH:13]=2)=[CH:6][CH:5]=1, predict the reactants needed to synthesize it. The reactants are: [H-].[Na+].[Cl:3][C:4]1[CH:9]=[CH:8][C:7]([SH:10])=[CH:6][CH:5]=1.Br[C:12]1[S:16][C:15]([CH:17]=[O:18])=[CH:14][CH:13]=1. (7) Given the product [CH:26]([N:24]([CH3:25])[C:19]1[CH:20]=[N:21][CH:22]=[CH:23][C:18]=1[C:16]([NH:15][C:6]1([C:4]([OH:5])=[O:3])[CH2:7][C:8]2[C:13](=[CH:12][CH:11]=[CH:10][CH:9]=2)[CH2:14]1)=[O:17])([CH3:28])[CH3:27], predict the reactants needed to synthesize it. The reactants are: C([O:3][C:4]([C:6]1([NH:15][C:16]([C:18]2[CH:23]=[CH:22][N:21]=[CH:20][C:19]=2[N:24]([CH:26]([CH3:28])[CH3:27])[CH3:25])=[O:17])[CH2:14][C:13]2[C:8](=[CH:9][CH:10]=[CH:11][CH:12]=2)[CH2:7]1)=[O:5])C.O1CCOCC1.CO. (8) Given the product [ClH:1].[CH3:26][O:25][C:23](=[O:24])[NH:20][C:16]1[CH:17]=[CH:18][CH:19]=[C:14]([CH:5]2[C:4]3[C:9](=[C:10]([Cl:12])[CH:11]=[C:2]([Cl:1])[CH:3]=3)[CH2:8][N:7]([CH3:13])[CH2:6]2)[CH:15]=1, predict the reactants needed to synthesize it. The reactants are: [Cl:1][C:2]1[CH:3]=[C:4]2[C:9](=[C:10]([Cl:12])[CH:11]=1)[CH2:8][N:7]([CH3:13])[CH2:6][CH:5]2[C:14]1[CH:15]=[C:16]([NH2:20])[CH:17]=[CH:18][CH:19]=1.[Ar].Cl[C:23]([O:25][CH3:26])=[O:24].C(OCl)=O. (9) Given the product [NH:2]1[CH:6]=[CH:5][N:4]=[C:3]1[CH2:7][O:8][N:10]1[C:14](=[O:15])[C:13]2[C:12](=[CH:19][CH:18]=[CH:17][CH:16]=2)[C:11]1=[O:20], predict the reactants needed to synthesize it. The reactants are: Cl.[NH:2]1[CH:6]=[CH:5][N:4]=[C:3]1[CH2:7][OH:8].O[N:10]1[C:14](=[O:15])[C:13]2=[CH:16][CH:17]=[CH:18][CH:19]=[C:12]2[C:11]1=[O:20].C1(P(C2C=CC=CC=2)C2C=CC=CC=2)C=CC=CC=1.N(C(OCC)=O)=NC(OCC)=O.